Predict the reaction yield, written as a fraction of the theoretical maximum amount of product (1.0 means a 100% yield; for example, 0.34 means a 34% yield). From a dataset of Reaction yield outcomes from USPTO patents with 853,638 reactions. The reactants are [Br:1][C:2]1[S:10][C:9]2[C:8](Cl)=[N:7][CH:6]=[N:5][C:4]=2[CH:3]=1.[CH3:12][C:13]1([CH3:19])[CH2:18][NH:17][CH2:16][CH2:15][NH:14]1. The catalyst is C(#N)C.C(N(CC)CC)C. The product is [Br:1][C:2]1[S:10][C:9]2[C:8]([N:17]3[CH2:16][CH2:15][NH:14][C:13]([CH3:19])([CH3:12])[CH2:18]3)=[N:7][CH:6]=[N:5][C:4]=2[CH:3]=1. The yield is 0.950.